This data is from Catalyst prediction with 721,799 reactions and 888 catalyst types from USPTO. The task is: Predict which catalyst facilitates the given reaction. (1) Reactant: [CH2:1]([O:5][C:6]1[CH:28]=[CH:27][C:9]([C:10]([N:12]2[C:20]3[C:15](=[C:16]([CH:21]=[CH:22][C:23]([OH:25])=[O:24])[CH:17]=[CH:18][CH:19]=3)[CH:14]=[C:13]2[CH3:26])=[O:11])=[CH:8][CH:7]=1)[CH2:2][CH2:3][CH3:4].[H][H]. Product: [CH2:1]([O:5][C:6]1[CH:28]=[CH:27][C:9]([C:10]([N:12]2[C:20]3[C:15](=[C:16]([CH2:21][CH2:22][C:23]([OH:25])=[O:24])[CH:17]=[CH:18][CH:19]=3)[CH:14]=[C:13]2[CH3:26])=[O:11])=[CH:8][CH:7]=1)[CH2:2][CH2:3][CH3:4]. The catalyst class is: 381. (2) Reactant: Cl[CH2:2][C:3]1[NH:4][C:5](=[O:19])[C:6]2[O:11][C:10]3[CH:12]=[CH:13][C:14]([CH:16]4[CH2:18][CH2:17]4)=[CH:15][C:9]=3[C:7]=2[N:8]=1.[CH3:20][N:21]1[CH2:26][CH2:25][NH:24][CH2:23][CH2:22]1. Product: [CH:16]1([C:14]2[CH:13]=[CH:12][C:10]3[O:11][C:6]4[C:5](=[O:19])[NH:4][C:3]([CH2:2][N:24]5[CH2:25][CH2:26][N:21]([CH3:20])[CH2:22][CH2:23]5)=[N:8][C:7]=4[C:9]=3[CH:15]=2)[CH2:18][CH2:17]1. The catalyst class is: 8.